From a dataset of Full USPTO retrosynthesis dataset with 1.9M reactions from patents (1976-2016). Predict the reactants needed to synthesize the given product. (1) The reactants are: F[C:2]1[CH:9]=[C:8]([C:10]2[CH:15]=[C:14]([N:16]3[CH2:21][CH2:20][O:19][CH2:18][C@H:17]3[CH3:22])[N:13]=[C:12]([NH:23][CH3:24])[N:11]=2)[CH:7]=[C:6](F)[C:3]=1[C:4]#[N:5].[CH3:26][NH2:27].[NH2:28][NH2:29].CCN(C(C)C)C(C)C. Given the product [CH3:26][NH:27][C:6]1[C:3]2[C:4]([NH2:5])=[N:28][NH:29][C:2]=2[CH:9]=[C:8]([C:10]2[CH:15]=[C:14]([N:16]3[CH2:21][CH2:20][O:19][CH2:18][C@H:17]3[CH3:22])[N:13]=[C:12]([NH:23][CH3:24])[N:11]=2)[CH:7]=1, predict the reactants needed to synthesize it. (2) Given the product [Br:12][C:13]1[CH:18]=[C:17]([O:9][CH2:8][CH2:7][N:1]2[CH2:6][CH2:5][O:4][CH2:3][CH2:2]2)[CH:16]=[N:15][CH:14]=1, predict the reactants needed to synthesize it. The reactants are: [N:1]1([CH2:7][CH2:8][OH:9])[CH2:6][CH2:5][O:4][CH2:3][CH2:2]1.[H-].[Na+].[Br:12][C:13]1[CH:14]=[N:15][CH:16]=[C:17](Br)[CH:18]=1. (3) Given the product [CH2:1]([O:8][C:9]1[CH:14]=[N:13][N:12]([CH2:23][CH2:24][C:25]2[CH:30]=[CH:29][C:28]([CH2:31][OH:32])=[CH:27][CH:26]=2)[C:11](=[O:15])[CH:10]=1)[C:2]1[CH:7]=[CH:6][CH:5]=[CH:4][CH:3]=1, predict the reactants needed to synthesize it. The reactants are: [CH2:1]([O:8][C:9]1[CH:14]=[N:13][NH:12][C:11](=[O:15])[CH:10]=1)[C:2]1[CH:7]=[CH:6][CH:5]=[CH:4][CH:3]=1.C(=O)([O-])[O-].[Cs+].[Cs+].Cl[CH2:23][CH2:24][C:25]1[CH:30]=[CH:29][C:28]([CH2:31][OH:32])=[CH:27][CH:26]=1. (4) Given the product [ClH:1].[CH3:17][C@@H:9]([NH2:8])[CH2:10][N:11]1[CH2:16][CH2:15][O:14][CH2:13][CH2:12]1, predict the reactants needed to synthesize it. The reactants are: [ClH:1].C(OC(=O)[NH:8][C@H:9]([CH3:17])[CH2:10][N:11]1[CH2:16][CH2:15][O:14][CH2:13][CH2:12]1)(C)(C)C. (5) Given the product [Cl-:33].[NH2:16][C:13]1[CH:14]=[CH:15][C:10]([CH2:9][NH+:8]([CH2:21][C:22]2[CH:23]=[CH:24][C:25]([NH2:26])=[CH:31][CH:32]=2)[CH2:1][C:2]2[CH:7]=[CH:6][CH:5]=[CH:4][CH:3]=2)=[CH:11][CH:12]=1, predict the reactants needed to synthesize it. The reactants are: [CH2:1]([N:8]([CH2:21][C:22]1[CH:32]=[CH:31][C:25]([N:26](CC)CC)=[CH:24][CH:23]=1)[CH2:9][C:10]1[CH:15]=[CH:14][C:13]([N:16](CC)CC)=[CH:12][CH:11]=1)[C:2]1[CH:7]=[CH:6][CH:5]=[CH:4][CH:3]=1.[ClH:33]. (6) Given the product [Cl:1][C:2]1[CH:7]=[CH:6][CH:5]=[CH:4][C:3]=1[C:8]1[C:9]([C:18]2[CH:19]=[CH:20][C:21]([Cl:24])=[CH:22][CH:23]=2)=[CH:10][C:11]2[N:12]([C:14](=[O:17])[N:15]([CH:26]3[CH2:31][CH2:30][CH2:29][CH2:28][CH2:27]3)[N:16]=2)[N:13]=1, predict the reactants needed to synthesize it. The reactants are: [Cl:1][C:2]1[CH:7]=[CH:6][CH:5]=[CH:4][C:3]=1[C:8]1[C:9]([C:18]2[CH:23]=[CH:22][C:21]([Cl:24])=[CH:20][CH:19]=2)=[CH:10][C:11]2[N:12]([C:14](=[O:17])[NH:15][N:16]=2)[N:13]=1.Br[CH:26]1[CH2:31][CH2:30][CH2:29][CH2:28][CH2:27]1.C([O-])([O-])=O.[K+].[K+]. (7) Given the product [ClH:1].[ClH:1].[O:24]1[C:33]2[CH:32]=[C:31]([CH2:34][NH:2][CH:3]3[CH2:8][CH2:7][N:6]([CH2:9][CH2:10][C:11]4[C:12]([F:23])=[CH:13][CH:14]=[C:15]5[C:20]=4[N:19]([CH3:21])[C:18](=[O:22])[CH:17]=[CH:16]5)[CH2:5][CH2:4]3)[N:30]=[CH:29][C:28]=2[O:27][CH2:26][CH2:25]1, predict the reactants needed to synthesize it. The reactants are: [ClH:1].[NH2:2][CH:3]1[CH2:8][CH2:7][N:6]([CH2:9][CH2:10][C:11]2[C:12]([F:23])=[CH:13][CH:14]=[C:15]3[C:20]=2[N:19]([CH3:21])[C:18](=[O:22])[CH:17]=[CH:16]3)[CH2:5][CH2:4]1.[O:24]1[C:33]2[CH:32]=[C:31]([CH:34]=O)[N:30]=[CH:29][C:28]=2[O:27][CH2:26][CH2:25]1.C([O-])(=O)C.[Na+]. (8) Given the product [CH2:26]([N:3]([CH2:1][CH3:2])[C:4]1[CH:9]=[C:8]([C:10]2[O:14][N:13]=[C:12]([C:15]3[CH:20]=[C:19]([CH3:21])[C:18]([O:22][CH2:50][C@@H:48]4[CH2:47][O:49]4)=[C:17]([CH2:23][CH3:24])[CH:16]=3)[N:11]=2)[CH:7]=[C:6]([CH3:25])[N:5]=1)[CH3:27], predict the reactants needed to synthesize it. The reactants are: [CH2:1]([N:3]([CH2:26][CH3:27])[C:4]1[CH:9]=[C:8]([C:10]2[O:14][N:13]=[C:12]([C:15]3[CH:20]=[C:19]([CH3:21])[C:18]([OH:22])=[C:17]([CH2:23][CH3:24])[CH:16]=3)[N:11]=2)[CH:7]=[C:6]([CH3:25])[N:5]=1)[CH3:2].C1C=CC(P(C2C=CC=CC=2)C2C=CC=CC=2)=CC=1.[CH2:47]1[O:49][C@@H:48]1[CH2:50]O.CCOC(/N=N/C(OCC)=O)=O. (9) The reactants are: BrC1C=CC2OC3C(=O)NC(C4CCN(C(OC(C)(C)C)=O)CC4)=NC=3C=2C=1.[Br:29][C:30]1[CH:31]=[CH:32][C:33]2[O:37][C:36]([C:38](=[O:40])[NH2:39])=[C:35]([NH:41][C:42]([C@H:44]3[CH2:48][C@H:47]([OH:49])[CH2:46][N:45]3[C:50]([O:52][C:53]([CH3:56])([CH3:55])[CH3:54])=[O:51])=O)[C:34]=2[CH:57]=1.BrC1C=CC2OC(C(=O)N)=C(NC(C3CCN(C(OC(C)(C)C)=O)CC3)=O)C=2C=1. Given the product [Br:29][C:30]1[CH:31]=[CH:32][C:33]2[O:37][C:36]3[C:38](=[O:40])[NH:39][C:42]([C@@H:44]4[CH2:48][C@H:47]([OH:49])[CH2:46][N:45]4[C:50]([O:52][C:53]([CH3:56])([CH3:55])[CH3:54])=[O:51])=[N:41][C:35]=3[C:34]=2[CH:57]=1, predict the reactants needed to synthesize it. (10) Given the product [CH3:1][O:2][C:3]1[CH:4]=[C:5]([C:15]2[CH:24]=[CH:23][C:22]([C:25]([OH:27])=[O:26])=[C:21]3[C:16]=2[CH:17]=[CH:18][CH:19]=[N:20]3)[CH:6]=[C:7]([O:9][CH3:10])[CH:8]=1, predict the reactants needed to synthesize it. The reactants are: [CH3:1][O:2][C:3]1[CH:4]=[C:5](B(O)O)[CH:6]=[C:7]([O:9][CH3:10])[CH:8]=1.Br[C:15]1[CH:24]=[CH:23][C:22]([C:25]([OH:27])=[O:26])=[C:21]2[C:16]=1[CH:17]=[CH:18][CH:19]=[N:20]2.C([O-])([O-])=O.[Na+].[Na+].[OH-].[Na+].